From a dataset of Human Reference Interactome with 51,813 positive PPI pairs across 8,248 proteins, plus equal number of experimentally-validated negative pairs. Binary Classification. Given two protein amino acid sequences, predict whether they physically interact or not. (1) Protein 1 (ENSG00000157353) has sequence MEQPKGVDWTVIILTCQYKDSVQVFQRELEVRQKREQIPAGTLLLAVEDPEKRVGSGGATLNALLVAAEHLSARAGFTVVTSDVLHSAWILILHMGRDFPFDDCGRAFTCLPVENPEAPVEALVCNLDCLLDIMTYRLGPGSPPGVWVCSTDMLLSVPANPGISWDSFRGARVIALPGSPAYAQNHGVYLTDPQGLVLDIYYQGTEAEIQRCVRPDGRVPLVSGVVFFSVETAERLLATHVSPPLDACTYLGLDSGARPVQLSLFFDILHCMAENVTREDFLVGRPPELGQGDADVAGYL.... Protein 2 (ENSG00000152266) has sequence MIPAKDMAKVMIVMLAICFLTKSDGKSVKKRSVSEIQLMHNLGKHLNSMERVEWLRKKLQDVHNFVALGAPLAPRDAGSQRPRKKEDNVLVESHEKSLGEADKADVNVLTKAKSQ*. Result: 0 (the proteins do not interact). (2) Protein 1 (ENSG00000241127) has sequence MSWVQAASLIQGPGDKGDVFDEEADESLLAQREWQSNMQRRVKEGYRDGIDAGKAVTLQQGFNQGYKKGAEVILNYGRLRGTLSALLSWCHLHNNNSTLINKINNLLDAVGQCEEYVLKHLKSITPPSHVVDLLDSIEDMDLCHVVPAEKKIDEAKDERLCENNAEFNKNCSKSHSGIDCSYVECCRTQEHAHSENPSPTWILEQTASLVKQLGLSVDVLQHLKQL*MSWVQAASLIQGPGDKGDVFDEEADESLLAQREWQSNMQRRVKEGYRDGIDAGKAVTLQQGFNQGYKKGAEVI.... Protein 2 (ENSG00000118922) has sequence MNIHMKRKTIKNINTFENRMLMLDGMPAVRVKTELLESEQGSPNVHNYPDMEAVPLLLNNVKGEPPEDSLSVDHFQTQTEPVDLSINKARTSPTAVSSSPVSMTASASSPSSTSTSSSSSSRLASSPTVITSVSSASSSSTVLTPGPLVASASGVGGQQFLHIIHPVPPSSPMNLQSNKLSHVHRIPVVVQSVPVVYTAVRSPGNVNNTIVVPLLEDGRGHGKAQMDPRGLSPRQSKSDSDDDDLPNVTLDSVNETGSTALSIARAVQEVHPSPVSRVRGNRMNNQKFPCSISPFSIEST.... Result: 0 (the proteins do not interact). (3) Protein 1 (ENSG00000095139) has sequence MVLLAAAVCTKAGKAIVSRQFVEMTRTRIEGLLAAFPKLMNTGKQHTFVETESVRYVYQPMEKLYMVLITTKNSNILEDLETLRLFSRVIPEYCRALEENEISEHCFDLIFAFDEIVALGYRENVNLAQIRTFTEMDSHEEKVFRAVRETQEREAKAEMRRKAKELQQARRDAERQGKKAPGFGGFGSSAVSGGSTAAMITETIIETDKPKVAPAPARPSGPSKALKLGAKGKEVDNFVDKLKSEGETIMSSSMGKRTSEATKMHAPPINMESVHMKIEEKITLTCGRDGGLQNMELHGM.... Protein 2 (ENSG00000176390) has sequence MRGAMELEPELLLQEARENVEAAQSYRRELGHRLEGLREARRQIKESASQTRDVLKQHFNDLKGTLGKLLDERLVTLLQEVDTIEQETIKPLDDCQKLIEHGVNTAEDLVREGEIAMLGGVGEENEKLWSFTKKASHIQLDSLPEVPLLVDVPCLSAQLDDSILNIVKDHIFKHGTVASRPPVQIEELIEKPGGIIVRWCKVDDDFTAQDYRLQFRKCTSNHFEDVYVGSETEFIVLHIDPNVDYQFRVCARGDGRQEWSPWSVPQIGHSTLVPHEWTAGFEGYSLSSRRNIALRNDSES.... Result: 0 (the proteins do not interact). (4) Protein 1 (ENSG00000134072) has sequence MLGAVEGPRWKQAEDIRDIYDFRDVLGTGAFSEVILAEDKRTQKLVAIKCIAKEALEGKEGSMENEIAVLHKIKHPNIVALDDIYESGGHLYLIMQLVSGGELFDRIVEKGFYTERDASRLIFQVLDAVKYLHDLGIVHRDLKPENLLYYSLDEDSKIMISDFGLSKMEDPGSVLSTACGTPGYVAPEVLAQKPYSKAVDCWSIGVIAYILLCGYPPFYDENDAKLFEQILKAEYEFDSPYWDDISDSAKDFIRHLMEKDPEKRFTCEQALQHPWIAGDTALDKNIHQSVSEQIKKNFAK.... Protein 2 (ENSG00000110442) has sequence MAALTAEHFAALQSLLKASSKDVVRQLCQESFSSSALGLKKLLDVTCSSLSVTQEEAEELLQALHRLTRLVAFRDLSSAEAILALFPENFHQNLKNLLTKIILEHVSTWRTEAQANQISLPRLVDLDWRVDIKTSSDSISRMAVPTCLLQMKIQEDPSLCGDKPSISAVTVELSKETLDTMLDGLGRIRDQLSAVASK*MAALTAEHFAALQSLLKLLQALHRLTRLVAFRDLSSAEAILALFPENFHQNLKNLLTKIILEHVSTWRTEAQANQISLPRLVDLDWRVDIKTSSDSISRMA.... Result: 0 (the proteins do not interact). (5) Protein 2 (ENSG00000124508) has sequence MEPAAALHFSLPASLLLLLLLLLLSLCALVSAQFTVVGPANPILAMVGENTTLRCHLSPEKNAEDMEVRWFRSQFSPAVFVYKGGRERTEEQMEEYRGRITFVSKDINRGSVALVIHNVTAQENGIYRCYFQEGRSYDEAILRLVVAGLGSKPLIEIKAQEDGSIWLECISGGWYPEPLTVWRDPYGEVVPALKEVSIADADGLFMVTTAVIIRDKYVRNVSCSVNNTLLGQEKETVIFIPESFMPSASPWMVALAVILTASPWMVSMTVILAVFIIFMAVSICCIKKLQREKKILSGEK.... Result: 0 (the proteins do not interact). Protein 1 (ENSG00000132677) has sequence MAGSPSRAAGRRLQLPLLCLFLQGATAVLFAVFVRYNHKTDAALWHRSNHSNADNEFYFRYPNGVSLLLPRLECNGTISAHHNLCLPGSSDSPASVS*MAGSPSRAAGRRLQLPLLCLFLQGATAVLFAVFVRYNHKTDAALWHRSNHSNADNEFYFRYPSFQDVHAMVFVGFGFLMVFLQRYGFSSVGFTFLLAAFALQWSTLVQGFLHSFHGGHIHVGVESMINADFCAGAVLISFGAVLGKTGPTQLLLMALLEVVLFGINEFVLLHLLGVRDAGGSMTIHTFGAYFGLVLSRVLYR.... (6) Result: 1 (the proteins interact). Protein 2 (ENSG00000180806) has sequence MSATGPISNYYVDSLISHDNEDLLASRFPATGAHPAAARPSGLVPDCSDFPSCSFAPKPAVFSTSWAPVPSQSSVVYHPYGPQPHLGADTRYMRTWLEPLSGAVSFPSFPAGGRHYALKPDAYPGRRADCGPGEGRSYPDYMYGSPGELRDRAPQTLPSPEADALAGSKHKEEKADLDPSNPVANWIHARSTRKKRCPYTKYQTLELEKEFLFNMYLTRDRRYEVARVLNLTERQVKIWFQNRRMKMKKMNKEKTDKEQS*. Protein 1 (ENSG00000172073) has sequence MAGVKYPGQDPVDLDIYQSSHMVDYQPYRKHKYSRVTPQEQAKLDAQLRDKEFYRPIPNPNPKLTDGYPAFKRPHMTAKDLGLPGFFPSQEHEATREDERKFTSTCHFTYPASHDLHLAQGDPNQVLQSADFPCLVDPKHQPAAEMAKGYLLLPGCPCLHCHIVKVPILNRWGPLMPFYQ*. (7) Protein 1 (ENSG00000104522) has sequence MGEPQGSMRILVTGGSGLVGKAIQKVVADGAGLPGEDWVFVSSKDADLTDTAQTRALFEKVQPTHVIHLAAMVGGLFRNIKYNLDFWRKNVHMNDNVLHSAFEVGARKVVSCLSTCIFPDKTTYPIDETMIHNGPPHNSNFGYSYAKRMIDVQNRAYFQQYGCTFTAVIPTNVFGPHDNFNIEDGHVLPGLIHKVHLAKSSGSALTVWGTGNPRRQFIYSLDLAQLFIWVLREYNEVEPIILSVGEEDEVSIKEAAEAVVEAMDFHGEVTFDTTKSDGQFKKTASNSKLRTYLPDFRFTP.... Protein 2 (ENSG00000168070) has sequence MSLKPFTYPFPETRFLHAGPNVYKFKIRYGKSIRGEEIENKEVITQELEDSVRVVLGNLDNLQPFATEHFIVFPYKSKWERVSHLKFKHGEIILIPYPFVFTLYVEMKWFHENLSPGKPISDSPLGLVPVEKKAVGAVMRKRKHMDEPSSPSRPGLDRIGKEKPNKDCRRLWPLISLMSRNKILSGDTACQGELSHPCSTTHLHLRSEQPPASLGF*MSLKPFTYPFPETRFLHAGPNVYKFKIRYGKSIRGEEIENKEVITQELEVPVEKKAVGAVMRKRKHMDEPSSPSRPGLDRAKI.... Result: 0 (the proteins do not interact). (8) Protein 1 (ENSG00000176402) has sequence MCGRFLRRLLAEESRRSTPVGRLLLPVLLGFRLVLLAASGPGVYGDEQSEFVCHTQQPGCKAACFDAFHPLSPLRFWVFQVILVAVPSALYMGFTLYHVIWHWELSGKGKEEETLIQGREGNTDVPGAGSLRLLWAYVAQLGARLVLEGAALGLQYHLYGFQMPSSFACRREPCLGSITCNLSRPSEKTIFLKTMFGVSGFCLLFTFLELVLLGLGRWWRTWKHKSSSSKYFLTSESTRRHKKATDSLPVVETKEQFQEAVPGRSLAQEKQRPVGPRDA*. Protein 2 (ENSG00000181786) has sequence MDASRPKSSESQSSLEAPRPGPNPSPNVVNKPLQRDSPGMVADRLPPKTGAVVIDMGTGTCKVGFAGQASPTYTVATILGCQPKKPATSGQSGLQTFIGEAARVLPELTLVQPLRSGIVVDWDAAELIWRHLLEHDLRVATHDHPLLFSDPPFSPATNREKLVEVAFESLRSPAMYVASQSVLSVYAHGRVSGLVVDTGHGVTYTVPVFQGYNLLHATERLDLAGNNLTAFLAEMLLQAGLPLGQQDLDLVENIKHHYCYVASDFQKEQARPEQEYKRTLKLPDGRTVTLGKELFQCPEL.... Result: 0 (the proteins do not interact). (9) Protein 1 (ENSG00000161956) has sequence MKETIQGTGSWGPEPPGPGIPPAYSSPRRERLRWPPPPKPRLKSGGGFGPDPGSGTTVPARRLPVPRPSFDASASEEEEEEEEEEDEDEEEEVAAWRLPPRWSQLGTSQRPRPSRPTHRKTCSQRRRRAMRAFRMLLYSKSTSLTFHWKLWGRHRGRRRGLAHPKNHLSPQQGGATPQVPSPCCRFDSPRGPPPPRLGLLGALMAEDGVRGSPPVPSGPPMEEDGLRWTPKSPLDPDSGLLSCTLPNGFGGQSGPEGERSLAPPDASILISNVCSIGDHVAQELFQGSDLGMAEEAERPG.... Protein 2 (ENSG00000011332) has sequence MGGLSARPTAGRTDPAGTCWGQDPGSKMATVIPGPLSLGEDFYREAIEHCRSYNARLCAERSLRLPFLDSQTGVAQNNCYIWMEKTHRGPGLAPGQIYTYPARCWRKKRRLNILEDPRLRPCEYKIDCEAPLKKEGGLPEGPVLEALLCAETGEKKIELKEEETIMDCQKQQLLEFPHDLEVEDLEDDIPRRKNRAKGKAYGIGGLRKRQDTASLEDRDKPYVCDICGKRYKNRPGLSYHYTHTHLAEEEGEENAERHALPFHRKNNHKQFYKELAWVPEAQRKHTAKKAPDGTVIPNGY.... Result: 0 (the proteins do not interact). (10) Protein 2 (ENSG00000168263) has sequence MLKQSERRRSWSYRPWNTTENEGSQHRRSICSLGARSGSQASIHGWTEGNYNYYIEEDEDGEEEDQWKDDLAEEDQQAGEVTTAKPEGPSDPPALLSTLNVNVGGHSYQLDYCELAGFPKTRLGRLATSTSRSRQLSLCDDYEEQTDEYFFDRDPAVFQLVYNFYLSGVLLVLDGLCPRRFLEELGYWGVRLKYTPRCCRICFEERRDELSERLKIQHELRAQAQVEEAEELFRDMRFYGPQRRRLWNLMEKPFSSVAAKAIGVASSTFVLVSVVALALNTVEEMQQHSGQGEGGPDLRP.... Result: 0 (the proteins do not interact). Protein 1 (ENSG00000120705) has sequence MADDPSAADRNVEIWKIKKLIKSLEAARGNGTSMISLIIPPKDQISRVAKMLADEFGTASNIKSRVNRLSVLGAITSVQQRLKLYNKVPPNGLVVYCGTIVTEEGKEKKVNIDFEPFKPINTSLYLCDNKFHTEALTALLSDDSKFGFIVIDGSGALFGTLQGNTREVLHKFTVDLPKKHGRGGQSALRFARLRMEKRHNYVRKVAETAVQLFISGDKVNVAGLVLAGSADFKTELSQSDMFDQRLQSKVLKLVDISYGGENGFNQAIELSTEVLSNVKFIQEKKLIGRYFDEISQDTGK....